Dataset: Catalyst prediction with 721,799 reactions and 888 catalyst types from USPTO. Task: Predict which catalyst facilitates the given reaction. (1) Reactant: [CH3:1][CH:2]1[CH2:7][CH2:6][C:5](=O)[CH2:4][CH2:3]1.C1CCCCC1.Cl.[Br:16][C:17]1[CH:22]=[CH:21][C:20]([NH:23]N)=[CH:19][CH:18]=1. Product: [Br:16][C:17]1[CH:22]=[C:21]2[C:20](=[CH:19][CH:18]=1)[NH:23][C:5]1[CH2:6][CH2:7][CH:2]([CH3:1])[CH2:3][C:4]2=1. The catalyst class is: 15. (2) Reactant: CO/[N:3]=[C:4]1/[CH2:5][CH2:6][C:7]2[C:12]/1=[CH:11][CH:10]=[C:9]([C:13]([CH3:16])([CH3:15])[CH3:14])[CH:8]=2.N. Product: [C:13]([C:9]1[CH:8]=[C:7]2[C:12](=[CH:11][CH:10]=1)[CH:4]([NH2:3])[CH2:5][CH2:6]2)([CH3:16])([CH3:14])[CH3:15]. The catalyst class is: 19.